Dataset: NCI-60 drug combinations with 297,098 pairs across 59 cell lines. Task: Regression. Given two drug SMILES strings and cell line genomic features, predict the synergy score measuring deviation from expected non-interaction effect. (1) Drug 1: CC1=CC2C(CCC3(C2CCC3(C(=O)C)OC(=O)C)C)C4(C1=CC(=O)CC4)C. Drug 2: CC1CCCC2(C(O2)CC(NC(=O)CC(C(C(=O)C(C1O)C)(C)C)O)C(=CC3=CSC(=N3)C)C)C. Cell line: HS 578T. Synergy scores: CSS=-1.18, Synergy_ZIP=1.12, Synergy_Bliss=2.41, Synergy_Loewe=-11.3, Synergy_HSA=-3.57. (2) Drug 1: CN(C)C1=NC(=NC(=N1)N(C)C)N(C)C. Drug 2: CCCCC(=O)OCC(=O)C1(CC(C2=C(C1)C(=C3C(=C2O)C(=O)C4=C(C3=O)C=CC=C4OC)O)OC5CC(C(C(O5)C)O)NC(=O)C(F)(F)F)O. Cell line: HOP-62. Synergy scores: CSS=-4.88, Synergy_ZIP=1.14, Synergy_Bliss=-2.67, Synergy_Loewe=-7.53, Synergy_HSA=-7.53.